This data is from Forward reaction prediction with 1.9M reactions from USPTO patents (1976-2016). The task is: Predict the product of the given reaction. The product is: [Cl:27][C:9]1[C:8]([NH:7][C:2]([O:4][CH2:5][CH3:6])=[O:3])=[CH:13][C:12]([N:14]2[C:19](=[O:20])[CH:18]=[C:17]([C:21]([F:22])([F:24])[F:23])[NH:16][C:15]2=[O:25])=[C:11]([F:26])[CH:10]=1. Given the reactants Cl[C:2]([O:4][CH2:5][CH3:6])=[O:3].[NH2:7][C:8]1[C:9]([Cl:27])=[CH:10][C:11]([F:26])=[C:12]([N:14]2[C:19](=[O:20])[CH:18]=[C:17]([C:21]([F:24])([F:23])[F:22])[NH:16][C:15]2=[O:25])[CH:13]=1, predict the reaction product.